From a dataset of Catalyst prediction with 721,799 reactions and 888 catalyst types from USPTO. Predict which catalyst facilitates the given reaction. (1) Reactant: Br[C:2]1[CH:11]=[C:10]2[C:5]([CH2:6][CH2:7][N:8]([C:12](=[O:17])[C:13]([F:16])([F:15])[F:14])[CH2:9]2)=[CH:4][CH:3]=1.C1(C)C=CC=CC=1P(C1C=CC=CC=1C)C1C=CC=CC=1C.[C:40]([O:44][CH2:45][CH3:46])(=[O:43])[CH:41]=[CH2:42].C(N(CCCC)CCCC)CCC. Product: [CH2:45]([O:44][C:40](=[O:43])[CH:41]=[CH:42][C:2]1[CH:11]=[C:10]2[C:5]([CH2:6][CH2:7][N:8]([C:12](=[O:17])[C:13]([F:16])([F:15])[F:14])[CH2:9]2)=[CH:4][CH:3]=1)[CH3:46]. The catalyst class is: 613. (2) Reactant: [F:1][C:2]1(B(O)O)[CH:7]=[CH:6][C:5]([F:8])=[CH:4][CH:3]1[O:9][CH2:10][CH2:11][CH2:12][CH2:13][CH2:14][CH3:15].[OH:19]O.O. Product: [F:1][C:2]1[C:3]([O:9][CH2:10][CH2:11][CH2:12][CH2:13][CH2:14][CH3:15])=[C:4]([OH:19])[C:5]([F:8])=[CH:6][CH:7]=1. The catalyst class is: 11. (3) Reactant: C([N:8]1[CH2:13][CH2:12][N:11]2[N:14]=[C:15]([C:17]3[CH:22]=[CH:21][C:20]([F:23])=[CH:19][CH:18]=3)[CH:16]=[C:10]2[CH2:9]1)C1C=CC=CC=1. Product: [F:23][C:20]1[CH:19]=[CH:18][C:17]([C:15]2[CH:16]=[C:10]3[CH2:9][NH:8][CH2:13][CH2:12][N:11]3[N:14]=2)=[CH:22][CH:21]=1. The catalyst class is: 19. (4) Reactant: [C:1]1([CH3:16])[CH:6]=[CH:5][C:4]([NH:7][C:8]2([C:14]#[N:15])[CH2:13][CH2:12][CH2:11][CH2:10][CH2:9]2)=[CH:3][CH:2]=1.[O:17]([C:19]#N)[Na].Cl.[OH2:22]. Product: [C:1]1([CH3:16])[CH:6]=[CH:5][C:4]([N:7]2[C:8]3([CH2:13][CH2:12][CH2:11][CH2:10][CH2:9]3)[C:14](=[O:22])[NH:15][C:19]2=[O:17])=[CH:3][CH:2]=1. The catalyst class is: 15.